From a dataset of NCI-60 drug combinations with 297,098 pairs across 59 cell lines. Regression. Given two drug SMILES strings and cell line genomic features, predict the synergy score measuring deviation from expected non-interaction effect. (1) Drug 1: CC1=C(C=C(C=C1)NC2=NC=CC(=N2)N(C)C3=CC4=NN(C(=C4C=C3)C)C)S(=O)(=O)N.Cl. Drug 2: C1CN(P(=O)(OC1)NCCCl)CCCl. Cell line: ACHN. Synergy scores: CSS=13.3, Synergy_ZIP=-1.08, Synergy_Bliss=-0.206, Synergy_Loewe=-12.0, Synergy_HSA=0.401. (2) Drug 1: C1CC(=O)NC(=O)C1N2CC3=C(C2=O)C=CC=C3N. Drug 2: CCN(CC)CCCC(C)NC1=C2C=C(C=CC2=NC3=C1C=CC(=C3)Cl)OC. Cell line: OVCAR-8. Synergy scores: CSS=37.9, Synergy_ZIP=2.32, Synergy_Bliss=5.16, Synergy_Loewe=-46.3, Synergy_HSA=4.22. (3) Drug 1: C1C(C(OC1N2C=C(C(=O)NC2=O)F)CO)O. Drug 2: CC1=C(C(=O)C2=C(C1=O)N3CC4C(C3(C2COC(=O)N)OC)N4)N. Cell line: EKVX. Synergy scores: CSS=13.5, Synergy_ZIP=-3.80, Synergy_Bliss=-0.417, Synergy_Loewe=0.165, Synergy_HSA=0.753. (4) Drug 1: C1=CN(C(=O)N=C1N)C2C(C(C(O2)CO)O)O.Cl. Drug 2: CC(C)NC(=O)C1=CC=C(C=C1)CNNC.Cl. Cell line: SK-MEL-28. Synergy scores: CSS=31.3, Synergy_ZIP=-4.18, Synergy_Bliss=-2.02, Synergy_Loewe=-38.9, Synergy_HSA=-0.917. (5) Drug 1: C1=CC=C(C=C1)NC(=O)CCCCCCC(=O)NO. Drug 2: CCN(CC)CCNC(=O)C1=C(NC(=C1C)C=C2C3=C(C=CC(=C3)F)NC2=O)C. Cell line: K-562. Synergy scores: CSS=29.4, Synergy_ZIP=-0.436, Synergy_Bliss=3.84, Synergy_Loewe=-15.2, Synergy_HSA=-2.86. (6) Drug 1: CCCCC(=O)OCC(=O)C1(CC(C2=C(C1)C(=C3C(=C2O)C(=O)C4=C(C3=O)C=CC=C4OC)O)OC5CC(C(C(O5)C)O)NC(=O)C(F)(F)F)O. Drug 2: C(CC(=O)O)C(=O)CN.Cl. Cell line: HS 578T. Synergy scores: CSS=18.5, Synergy_ZIP=1.05, Synergy_Bliss=3.38, Synergy_Loewe=-16.9, Synergy_HSA=3.52. (7) Drug 1: CN(CC1=CN=C2C(=N1)C(=NC(=N2)N)N)C3=CC=C(C=C3)C(=O)NC(CCC(=O)O)C(=O)O. Drug 2: C1=CN(C(=O)N=C1N)C2C(C(C(O2)CO)O)O.Cl. Cell line: HCT-15. Synergy scores: CSS=31.1, Synergy_ZIP=-7.84, Synergy_Bliss=-9.12, Synergy_Loewe=-23.1, Synergy_HSA=-11.7.